Dataset: Forward reaction prediction with 1.9M reactions from USPTO patents (1976-2016). Task: Predict the product of the given reaction. (1) Given the reactants C([O:3][P:4]([CH2:9][CH2:10][CH2:11][NH:12][C:13]([C:15]1[CH:24]=[CH:23][C:22]2[C:17](=[CH:18][CH:19]=[C:20]([O:29][CH2:30][C:31]3[CH:36]=[C:35]([Cl:37])[CH:34]=[C:33]([Cl:38])[CH:32]=3)[C:21]=2[C:25]([F:28])([F:27])[F:26])[CH:16]=1)=[O:14])(=[O:8])[O:5]CC)C.Br[Si](C)(C)C, predict the reaction product. The product is: [Cl:38][C:33]1[CH:32]=[C:31]([CH:36]=[C:35]([Cl:37])[CH:34]=1)[CH2:30][O:29][C:20]1[C:21]([C:25]([F:28])([F:26])[F:27])=[C:22]2[C:17](=[CH:18][CH:19]=1)[CH:16]=[C:15]([C:13]([NH:12][CH2:11][CH2:10][CH2:9][P:4](=[O:3])([OH:8])[OH:5])=[O:14])[CH:24]=[CH:23]2. (2) Given the reactants [Cl:1][C:2]1[CH:10]=[CH:9][C:8]2[NH:7][C:6]3[CH2:11][CH2:12][N:13]([CH3:15])[CH2:14][C:5]=3[C:4]=2[CH:3]=1.N1CCC[C@H]1C(O)=O.P([O-])([O-])([O-])=O.[K+].[K+].[K+].Br[CH:33]=[C:34]([C:36]1[CH:41]=[CH:40][CH:39]=[C:38]([F:42])[CH:37]=1)[CH3:35], predict the reaction product. The product is: [Cl:1][C:2]1[CH:10]=[CH:9][C:8]2[N:7](/[CH:33]=[C:34](/[C:36]3[CH:41]=[CH:40][CH:39]=[C:38]([F:42])[CH:37]=3)\[CH3:35])[C:6]3[CH2:11][CH2:12][N:13]([CH3:15])[CH2:14][C:5]=3[C:4]=2[CH:3]=1. (3) The product is: [CH3:14][C:12]1[N:13]=[C:9]([NH:8][C:16]2[C:25]3[C:20](=[CH:21][CH:22]=[C:23]([S:1][C:2]4[N:6]([CH3:7])[CH:5]=[N:4][N:3]=4)[CH:24]=3)[N:19]=[CH:18][N:17]=2)[S:10][CH:11]=1. Given the reactants [SH:1][C:2]1[N:6]([CH3:7])[CH:5]=[N:4][N:3]=1.[NH2:8][C:9]1[S:10][CH:11]=[C:12]([CH3:14])[N:13]=1.Cl[C:16]1[C:25]2[C:20](=[CH:21][CH:22]=[C:23](I)[CH:24]=2)[N:19]=[CH:18][N:17]=1, predict the reaction product. (4) Given the reactants [CH2:1]([NH2:3])[CH3:2].Br.[NH2:5][C:6]1[S:7][C:8]([CH3:16])=[C:9]([C:11]([O:13]CC)=O)[N:10]=1, predict the reaction product. The product is: [NH2:5][C:6]1[S:7][C:8]([CH3:16])=[C:9]([C:11]([NH:3][CH2:1][CH3:2])=[O:13])[N:10]=1. (5) Given the reactants [H-].[Na+].[OH:3][CH:4]1[CH2:7][N:6]([C:8]([O:10][C:11]([CH3:14])([CH3:13])[CH3:12])=[O:9])[CH2:5]1.Br[CH2:16][CH2:17][O:18][CH2:19][C:20]1[CH:25]=[CH:24][CH:23]=[CH:22][CH:21]=1, predict the reaction product. The product is: [CH2:19]([O:18][CH2:17][CH2:16][O:3][CH:4]1[CH2:5][N:6]([C:8]([O:10][C:11]([CH3:14])([CH3:13])[CH3:12])=[O:9])[CH2:7]1)[C:20]1[CH:25]=[CH:24][CH:23]=[CH:22][CH:21]=1. (6) Given the reactants Br[C:2]1[C:3]([N:22]2[CH2:25][CH:24]([CH:26]([CH3:28])[CH3:27])[CH2:23]2)=[C:4]([C@H:10]([O:17][C:18]([CH3:21])([CH3:20])[CH3:19])[C:11]([O:13][CH:14]([CH3:16])[CH3:15])=[O:12])[C:5]([CH3:9])=[N:6][C:7]=1[CH3:8].[F:29][C:30]1[CH:47]=[CH:46][C:33]([CH2:34][CH2:35][O:36][C:37]2[CH:42]=[CH:41][C:40](B(O)O)=[CH:39][CH:38]=2)=[CH:32][CH:31]=1.C(=O)([O-])[O-].[Na+].[Na+], predict the reaction product. The product is: [C:18]([O:17][C@@H:10]([C:4]1[C:5]([CH3:9])=[N:6][C:7]([CH3:8])=[C:2]([C:40]2[CH:39]=[CH:38][C:37]([O:36][CH2:35][CH2:34][C:33]3[CH:32]=[CH:31][C:30]([F:29])=[CH:47][CH:46]=3)=[CH:42][CH:41]=2)[C:3]=1[N:22]1[CH2:25][CH:24]([CH:26]([CH3:28])[CH3:27])[CH2:23]1)[C:11]([O:13][CH:14]([CH3:16])[CH3:15])=[O:12])([CH3:21])([CH3:20])[CH3:19].